Dataset: Peptide-MHC class I binding affinity with 185,985 pairs from IEDB/IMGT. Task: Regression. Given a peptide amino acid sequence and an MHC pseudo amino acid sequence, predict their binding affinity value. This is MHC class I binding data. (1) The peptide sequence is SPVTVKNVF. The MHC is HLA-A02:01 with pseudo-sequence HLA-A02:01. The binding affinity (normalized) is 0. (2) The peptide sequence is EMSLADYLY. The MHC is HLA-B35:01 with pseudo-sequence HLA-B35:01. The binding affinity (normalized) is 0.695. (3) The binding affinity (normalized) is 0.0847. The peptide sequence is FQAGWEDPT. The MHC is HLA-A80:01 with pseudo-sequence HLA-A80:01.